Dataset: Reaction yield outcomes from USPTO patents with 853,638 reactions. Task: Predict the reaction yield, written as a fraction of the theoretical maximum amount of product (1.0 means a 100% yield; for example, 0.34 means a 34% yield). (1) The reactants are [F:1][C:2]1[CH:3]=[C:4]([CH:8]([C:49]2[CH:54]=[CH:53][CH:52]=[C:51]([F:55])[CH:50]=2)[C@H:9]([NH:44][C:45]([O:47][CH3:48])=[O:46])[C:10]([NH:12][C:13]2[CH:42]=[CH:41][CH:40]=[C:39]([F:43])[C:14]=2[CH2:15][CH2:16][C@@H:17]2[N:22]([S:23]([C:26]3[CH:31]=[CH:30][CH:29]=[CH:28][CH:27]=3)(=[O:25])=[O:24])[CH2:21][CH2:20][N:19](C(OC(C)(C)C)=O)[CH2:18]2)=[O:11])[CH:5]=[CH:6][CH:7]=1.FC(F)(F)C(O)=O. The catalyst is ClCCl. The product is [F:43][C:39]1[C:14]([CH2:15][CH2:16][C@H:17]2[CH2:18][NH:19][CH2:20][CH2:21][N:22]2[S:23]([C:26]2[CH:27]=[CH:28][CH:29]=[CH:30][CH:31]=2)(=[O:25])=[O:24])=[C:13]([NH:12][C:10](=[O:11])[C@@H:9]([NH:44][C:45](=[O:46])[O:47][CH3:48])[CH:8]([C:4]2[CH:5]=[CH:6][CH:7]=[C:2]([F:1])[CH:3]=2)[C:49]2[CH:54]=[CH:53][CH:52]=[C:51]([F:55])[CH:50]=2)[CH:42]=[CH:41][CH:40]=1. The yield is 0.440. (2) The reactants are [OH:1][CH2:2][C@@H:3]1[NH:7][C:6](=[O:8])[CH2:5][CH2:4]1.C(N(CC)CC)C.[C:16]1([CH3:26])[CH:21]=[CH:20][C:19]([S:22](Cl)(=[O:24])=[O:23])=[CH:18][CH:17]=1. The catalyst is C(Cl)Cl.CN(C)C1C=CN=CC=1. The product is [C:16]1([CH3:26])[CH:21]=[CH:20][C:19]([S:22]([OH:1])(=[O:24])=[O:23])=[CH:18][CH:17]=1.[OH:1][CH2:2][C@@H:3]1[NH:7][C:6](=[O:8])[CH2:5][CH2:4]1. The yield is 0.810. (3) The reactants are Br[CH:2]([CH:7](Br)[C:8]1[CH:9]=[C:10]2[C:15](=[CH:16][CH:17]=1)[N:14]=[CH:13][CH:12]=[C:11]2[C:18]1[CH:23]=[CH:22][N:21]=[CH:20][CH:19]=1)[C:3]([O:5][CH3:6])=[O:4].[OH-].[K+].[CH2:27](O)C. No catalyst specified. The product is [N:21]1[CH:22]=[CH:23][C:18]([C:11]2[C:10]3[C:15](=[CH:16][CH:17]=[C:8]([C:7]#[C:2][C:3]([O:5][CH2:6][CH3:27])=[O:4])[CH:9]=3)[N:14]=[CH:13][CH:12]=2)=[CH:19][CH:20]=1. The yield is 0.600. (4) The reactants are Cl.[NH:2]1[CH2:6][CH2:5][CH2:4][C@@H:3]1[CH2:7][O:8][C:9]1[CH:21]=[CH:20][C:12]([O:13][C:14]2[CH:19]=[CH:18][CH:17]=[CH:16][N:15]=2)=[CH:11][CH:10]=1.[OH-].[Na+].[C:24]([O:28]C)(=[O:27])[CH:25]=[CH2:26].Cl. The catalyst is O1CCOCC1.ClCCl. The product is [N:15]1[CH:16]=[CH:17][CH:18]=[CH:19][C:14]=1[O:13][C:12]1[CH:20]=[CH:21][C:9]([O:8][CH2:7][CH:3]2[CH2:4][CH2:5][CH2:6][N:2]2[CH2:26][CH2:25][C:24]([OH:28])=[O:27])=[CH:10][CH:11]=1. The yield is 0.570. (5) The reactants are [NH2:1][C:2]1[C:3]([CH3:19])=[C:4]([NH:9][C:10](=[O:18])[CH2:11][CH2:12][CH:13]2[CH2:17][CH2:16][CH2:15][CH2:14]2)[C:5]([CH3:8])=[CH:6][CH:7]=1.[F:20][C:21]([F:31])([F:30])[C:22]1[CH:29]=[CH:28][C:25]([CH:26]=O)=[CH:24][CH:23]=1.[BH4-].[Na+].CO. The catalyst is C1COCC1. The product is [CH:13]1([CH2:12][CH2:11][C:10]([NH:9][C:4]2[C:5]([CH3:8])=[CH:6][CH:7]=[C:2]([NH:1][CH2:26][C:25]3[CH:24]=[CH:23][C:22]([C:21]([F:20])([F:30])[F:31])=[CH:29][CH:28]=3)[C:3]=2[CH3:19])=[O:18])[CH2:14][CH2:15][CH2:16][CH2:17]1. The yield is 0.460. (6) The reactants are Br[C:2]1[C:3]2[O:12][C:11]([CH2:13][N:14]3[CH2:19][CH2:18][O:17][CH2:16][CH2:15]3)=[CH:10][C:4]=2[C:5](=[O:9])[N:6]([CH3:8])[CH:7]=1.[O:20]1[CH2:25][CH2:24][CH:23]([CH2:26][O:27][C:28]2[CH:33]=[C:32](B3OC(C)(C)C(C)(C)O3)[CH:31]=[CH:30][N:29]=2)[CH2:22][CH2:21]1.C(=O)([O-])[O-].[K+].[K+]. The catalyst is C1(C)C=CC=CC=1.CCO.C(OCC)(=O)C.Cl[Pd](Cl)([P](C1C=CC=CC=1)(C1C=CC=CC=1)C1C=CC=CC=1)[P](C1C=CC=CC=1)(C1C=CC=CC=1)C1C=CC=CC=1. The product is [CH3:8][N:6]1[CH:7]=[C:2]([C:32]2[CH:31]=[CH:30][N:29]=[C:28]([O:27][CH2:26][CH:23]3[CH2:24][CH2:25][O:20][CH2:21][CH2:22]3)[CH:33]=2)[C:3]2[O:12][C:11]([CH2:13][N:14]3[CH2:19][CH2:18][O:17][CH2:16][CH2:15]3)=[CH:10][C:4]=2[C:5]1=[O:9]. The yield is 0.660.